From a dataset of Forward reaction prediction with 1.9M reactions from USPTO patents (1976-2016). Predict the product of the given reaction. The product is: [OH:23][C:19]1[CH:18]=[C:17]([N:13]2[C:14]([CH3:16])=[CH:15][C:11]([C:9]([OH:10])=[O:8])=[C:12]2[C:31]2[CH:32]=[CH:33][CH:34]=[CH:35][CH:36]=2)[CH:22]=[CH:21][CH:20]=1. Given the reactants C([O:8][C:9]([C:11]1[CH:15]=[C:14]([CH3:16])[N:13]([C:17]2[CH:22]=[CH:21][CH:20]=[C:19]([O:23]CC3C=CC=CC=3)[CH:18]=2)[C:12]=1[C:31]1[CH:36]=[CH:35][CH:34]=[CH:33][CH:32]=1)=[O:10])C1C=CC=CC=1, predict the reaction product.